Dataset: Forward reaction prediction with 1.9M reactions from USPTO patents (1976-2016). Task: Predict the product of the given reaction. (1) Given the reactants [N+](=[C:3]([C:10]1[CH:15]=[CH:14][CH:13]=[C:12]([N+:16]([O-:18])=[O:17])[CH:11]=1)[C:4]([O:6][CH2:7][CH:8]=[CH2:9])=[O:5])=[N-], predict the reaction product. The product is: [N+:16]([C:12]1[CH:11]=[C:10]([C:3]23[CH2:9][CH:8]2[CH2:7][O:6][C:4]3=[O:5])[CH:15]=[CH:14][CH:13]=1)([O-:18])=[O:17]. (2) Given the reactants C(OC(=O)[NH:7][C:8]([CH3:35])([CH2:32][CH2:33][CH3:34])[CH2:9][NH:10][C:11]([C:13]1[C:14]([CH3:31])=[N:15][N:16]2[C:21]([O:22][CH2:23][CH:24]3[CH2:29][CH2:28][CH2:27][CH2:26][CH2:25]3)=[CH:20][C:19]([CH3:30])=[CH:18][C:17]=12)=[O:12])(C)(C)C.FC(F)(F)C(O)=O, predict the reaction product. The product is: [NH2:7][C:8]([CH3:35])([CH2:32][CH2:33][CH3:34])[CH2:9][NH:10][C:11]([C:13]1[C:14]([CH3:31])=[N:15][N:16]2[C:21]([O:22][CH2:23][CH:24]3[CH2:29][CH2:28][CH2:27][CH2:26][CH2:25]3)=[CH:20][C:19]([CH3:30])=[CH:18][C:17]=12)=[O:12]. (3) Given the reactants [C:1]([OH:7])([C:3]([F:6])([F:5])[F:4])=[O:2].C(OC([NH:15][CH2:16][C:17]1[CH:49]=[CH:48][C:47]([Cl:50])=[CH:46][C:18]=1[CH2:19][NH:20][C:21]([C@@H:23]1[CH2:27][CH2:26][CH2:25][N:24]1[C:28]([CH:30]1[C:38]2[C:33](=[CH:34][CH:35]=[CH:36][CH:37]=2)[N:32](C(OC(C)(C)C)=O)[CH2:31]1)=[O:29])=[O:22])=O)(C)(C)C, predict the reaction product. The product is: [F:4][C:3]([F:6])([F:5])[C:1]([OH:7])=[O:2].[F:4][C:3]([F:6])([F:5])[C:1]([OH:7])=[O:2].[NH2:15][CH2:16][C:17]1[CH:49]=[CH:48][C:47]([Cl:50])=[CH:46][C:18]=1[CH2:19][NH:20][C:21]([C@@H:23]1[CH2:27][CH2:26][CH2:25][N:24]1[C:28]([CH:30]1[C:38]2[C:33](=[CH:34][CH:35]=[CH:36][CH:37]=2)[NH:32][CH2:31]1)=[O:29])=[O:22]. (4) Given the reactants [CH2:1]([N:8](CC)[C:9]1[CH:46]=[CH:45][C:44]([C:47]([F:50])([F:49])[F:48])=[CH:43][C:10]=1[CH2:11][N:12]([CH2:28][C:29]1[CH:34]=[C:33]([C:35]([F:38])([F:37])[F:36])[CH:32]=[C:31]([C:39]([F:42])([F:41])[F:40])[CH:30]=1)[C:13]1[N:18]=[CH:17][C:16]([O:19][CH2:20][CH2:21][CH2:22][C:23]([O:25][CH2:26][CH3:27])=[O:24])=[CH:15][N:14]=1)[C:2]1C=CC=CC=1, predict the reaction product. The product is: [F:38][C:35]([F:36])([F:37])[C:33]1[CH:34]=[C:29]([CH:30]=[C:31]([C:39]([F:40])([F:41])[F:42])[CH:32]=1)[CH2:28][N:12]([CH2:11][C:10]1[CH:43]=[C:44]([C:47]([F:50])([F:49])[F:48])[CH:45]=[CH:46][C:9]=1[NH:8][CH2:1][CH3:2])[C:13]1[N:14]=[CH:15][C:16]([O:19][CH2:20][CH2:21][CH2:22][C:23]([O:25][CH2:26][CH3:27])=[O:24])=[CH:17][N:18]=1.